Dataset: Reaction yield outcomes from USPTO patents with 853,638 reactions. Task: Predict the reaction yield, written as a fraction of the theoretical maximum amount of product (1.0 means a 100% yield; for example, 0.34 means a 34% yield). (1) The reactants are C([Li])CCC.CN(C)CCN(C)C.CC(C)=O.[C:18](=[O:20])=O.[F:21][C:22]1[CH:23]=[N:24][CH:25]=[CH:26][C:27]=1[F:28]. The catalyst is C(OCC)C.C(OCC)(=O)C.CN(C)C=O.C(Cl)(Cl)(Cl)Cl.CC(C)=O. The product is [F:21][C:22]1[C:23]([CH:18]=[O:20])=[N:24][CH:25]=[CH:26][C:27]=1[F:28]. The yield is 0.300. (2) The reactants are [F:1][C:2]([F:7])([F:6])[C:3]([OH:5])=[O:4].[CH2:8]([N:10]([CH2:49][CH3:50])[CH2:11][CH2:12][CH2:13][NH:14][C:15]1[N:16]=[C:17]([C:34]2[CH:35]=[C:36]([CH:44]=[C:45]([F:48])[C:46]=2[CH3:47])[C:37]([O:39]C(C)(C)C)=[O:38])[C:18]2[CH:24]=[CH:23][C:22](=[O:25])[N:21]([C:26]3[C:31]([F:32])=[CH:30][CH:29]=[CH:28][C:27]=3[F:33])[C:19]=2[N:20]=1)[CH3:9].ClCCl.C(O)(C(F)(F)F)=O.C([SiH](CC)CC)C. No catalyst specified. The product is [F:1][C:2]([F:7])([F:6])[C:3]([OH:5])=[O:4].[CH2:49]([N:10]([CH2:8][CH3:9])[CH2:11][CH2:12][CH2:13][NH:14][C:15]1[N:16]=[C:17]([C:34]2[CH:35]=[C:36]([CH:44]=[C:45]([F:48])[C:46]=2[CH3:47])[C:37]([OH:39])=[O:38])[C:18]2[CH:24]=[CH:23][C:22](=[O:25])[N:21]([C:26]3[C:27]([F:33])=[CH:28][CH:29]=[CH:30][C:31]=3[F:32])[C:19]=2[N:20]=1)[CH3:50]. The yield is 0.400.